Dataset: Catalyst prediction with 721,799 reactions and 888 catalyst types from USPTO. Task: Predict which catalyst facilitates the given reaction. (1) Reactant: C[O:2][C:3]([C:5]1[CH:10]=[CH:9][C:8](=[O:11])[N:7]([CH3:12])[C:6]=1[NH:13][C:14]1[CH:19]=[CH:18][C:17]([Br:20])=[CH:16][C:15]=1[F:21])=[O:4].BrC1C=CC(N)=C(F)C=1.C[Si]([N-][Si](C)(C)C)(C)C.[Li+].COC(C1C=CC(=O)N(C)C=1Cl)=O. Product: [Br:20][C:17]1[CH:18]=[CH:19][C:14]([NH:13][C:6]2[N:7]([CH3:12])[C:8](=[O:11])[CH:9]=[CH:10][C:5]=2[C:3]([OH:4])=[O:2])=[C:15]([F:21])[CH:16]=1. The catalyst class is: 1. (2) The catalyst class is: 1. Product: [Cl:1][C:2]1[N:7]=[C:6]([CH2:8][CH2:9][O:10][C:12]2[CH:13]=[C:14]3[C:18](=[CH:19][CH:20]=2)[C@H:17]([CH2:21][C:22]([O:24][CH2:25][CH3:26])=[O:23])[CH2:16][CH2:15]3)[CH:5]=[CH:4][CH:3]=1. Reactant: [Cl:1][C:2]1[N:7]=[C:6]([CH2:8][CH2:9][OH:10])[CH:5]=[CH:4][CH:3]=1.O[C:12]1[CH:13]=[C:14]2[C:18](=[CH:19][CH:20]=1)[C@H:17]([CH2:21][C:22]([O:24][CH2:25][CH3:26])=[O:23])[CH2:16][CH2:15]2.C1C=CC(P(C2C=CC=CC=2)C2C=CC=CC=2)=CC=1.CC(OC(/N=N/C(OC(C)C)=O)=O)C. (3) Reactant: [CH2:1]([C:4]1[CH:5]=[C:6]([NH2:11])[C:7]([NH2:10])=[CH:8][CH:9]=1)[CH2:2][CH3:3].S(=O)(O)[O-].[Na+].[NH:17]1[C:25]2[C:20](=[CH:21][CH:22]=[CH:23][CH:24]=2)[C:19]([CH:26]=O)=[N:18]1. Product: [CH2:1]([C:4]1[CH:9]=[CH:8][C:7]2[NH:10][C:26]([C:19]3[C:20]4[C:25](=[CH:24][CH:23]=[CH:22][CH:21]=4)[NH:17][N:18]=3)=[N:11][C:6]=2[CH:5]=1)[CH2:2][CH3:3]. The catalyst class is: 9. (4) Reactant: Cl[C:2]1[N:7]=[CH:6][N:5]=[C:4]([NH:8][C:9]2[CH:14]=[CH:13][CH:12]=[C:11]([NH2:15])[N:10]=2)[CH:3]=1.[CH3:16][O:17][C:18]1[CH:19]=[C:20]([OH:24])[CH:21]=[CH:22][CH:23]=1.C([O-])([O-])=O.[K+].[K+]. Product: [O:17]([C:18]1[CH:19]=[C:20]([CH:21]=[CH:22][CH:23]=1)[O:24][C:2]1[N:7]=[CH:6][N:5]=[C:4]([NH:8][C:9]2[CH:14]=[CH:13][CH:12]=[C:11]([NH2:15])[N:10]=2)[CH:3]=1)[CH3:16]. The catalyst class is: 31. (5) Reactant: Cl.[O:2]1[C:7]2([CH2:12][CH2:11][N:10]([C:13]([O:15][C:16]([CH3:19])([CH3:18])[CH3:17])=[O:14])[CH2:9][CH2:8]2)[CH2:6][NH:5][CH2:4][CH2:3]1.C(N(CC)CC)C.[C:27]1([C:33]2[S:34][CH:35]=[C:36]([C:38](O)=[O:39])[N:37]=2)[CH:32]=[CH:31][CH:30]=[CH:29][CH:28]=1.F[P-](F)(F)(F)(F)F.N1(OC(N(C)C)=[N+](C)C)C2N=CC=CC=2N=N1. Product: [C:27]1([C:33]2[S:34][CH:35]=[C:36]([C:38]([N:5]3[CH2:6][C:7]4([CH2:12][CH2:11][N:10]([C:13]([O:15][C:16]([CH3:19])([CH3:18])[CH3:17])=[O:14])[CH2:9][CH2:8]4)[O:2][CH2:3][CH2:4]3)=[O:39])[N:37]=2)[CH:28]=[CH:29][CH:30]=[CH:31][CH:32]=1. The catalyst class is: 3. (6) Reactant: [CH3:1][O:2][C:3](=[O:12])[CH2:4][C:5]1[CH:10]=[CH:9][C:8]([OH:11])=[CH:7][CH:6]=1.N1C=CN=C1.[Si:18](Cl)([C:21]([CH3:24])([CH3:23])[CH3:22])([CH3:20])[CH3:19]. The catalyst class is: 369. Product: [Si:18]([O:11][C:8]1[CH:9]=[CH:10][C:5]([CH2:4][C:3]([O:2][CH3:1])=[O:12])=[CH:6][CH:7]=1)([C:21]([CH3:24])([CH3:23])[CH3:22])([CH3:20])[CH3:19].